From a dataset of Forward reaction prediction with 1.9M reactions from USPTO patents (1976-2016). Predict the product of the given reaction. (1) Given the reactants C(OC([N:8]1[CH:12]([C:13]2[CH:18]=[C:17]([F:19])[C:16]([F:20])=[C:15]([F:21])[CH:14]=2)[CH2:11][CH2:10][C@@H:9]1[CH:22]([OH:24])[CH3:23])=O)(C)(C)C.Cl.C(OCC)(=O)C, predict the reaction product. The product is: [F:19][C:17]1[CH:18]=[C:13]([CH:12]2[NH:8][C@H:9]([C@H:22]([OH:24])[CH3:23])[CH2:10][CH2:11]2)[CH:14]=[C:15]([F:21])[C:16]=1[F:20]. (2) The product is: [CH2:20]([O:21][C:22]([NH:6][C@@H:7]([C@H:8]([OH:9])[CH3:10])[C:11]([OH:13])=[O:12])=[O:23])[C:17]1[CH:18]=[CH:19][CH:14]=[CH:15][CH:16]=1. Given the reactants C([O-])(O)=O.[Na+].[NH2:6][C@H:7]([C:11]([OH:13])=[O:12])[C@@H:8]([CH3:10])[OH:9].[CH:14]1[CH:19]=[CH:18][C:17]([CH2:20][O:21][C:22](Cl)=[O:23])=[CH:16][CH:15]=1.Cl.C1(NC2CCCCC2)CCCCC1, predict the reaction product. (3) Given the reactants [C:1]1([C:7]([C:10]2[NH:18][C:13]3=[CH:14][N:15]=[CH:16][CH:17]=[C:12]3[CH:11]=2)=[N:8][OH:9])[CH:6]=[CH:5][CH:4]=[CH:3][CH:2]=1.[H-].[Na+].Cl.[Cl:22][CH2:23][CH2:24][N:25]1[CH2:30][CH2:29][O:28][CH2:27][CH2:26]1.Cl, predict the reaction product. The product is: [ClH:22].[N:25]1([CH2:24][CH2:23][O:9][N:8]=[C:7]([C:1]2[CH:2]=[CH:3][CH:4]=[CH:5][CH:6]=2)[C:10]2[NH:18][C:13]3=[CH:14][N:15]=[CH:16][CH:17]=[C:12]3[CH:11]=2)[CH2:30][CH2:29][O:28][CH2:27][CH2:26]1. (4) Given the reactants [NH2:1][C:2]1[C:7]([C:8]([F:11])([F:10])[F:9])=[CH:6][C:5]([C:12]([F:15])([F:14])[F:13])=[CH:4][C:3]=1[NH:16][C:17](=O)[CH2:18][S:19][CH3:20].C(O)(=O)C, predict the reaction product. The product is: [CH3:20][S:19][CH2:18][C:17]1[NH:16][C:3]2[CH:4]=[C:5]([C:12]([F:15])([F:14])[F:13])[CH:6]=[C:7]([C:8]([F:11])([F:10])[F:9])[C:2]=2[N:1]=1.